This data is from Reaction yield outcomes from USPTO patents with 853,638 reactions. The task is: Predict the reaction yield, written as a fraction of the theoretical maximum amount of product (1.0 means a 100% yield; for example, 0.34 means a 34% yield). (1) The reactants are [Cl:1][C:2]1[C:10]([O:11][CH3:12])=[C:9]([O:13][CH3:14])[CH:8]=[CH:7][C:3]=1[C:4](Cl)=[O:5].[CH3:15][O:16][C:17]1[CH:22]=[CH:21][CH:20]=[CH:19][C:18]=1[CH2:23][N:24]1[C:28]2[CH:29]=[CH:30][CH:31]=[CH:32][C:27]=2[N:26]=[C:25]1[CH2:33][NH:34][CH2:35][CH2:36][CH:37]([CH3:39])[CH3:38]. The catalyst is ClCCl. The product is [Cl:1][C:2]1[C:10]([O:11][CH3:12])=[C:9]([O:13][CH3:14])[CH:8]=[CH:7][C:3]=1[C:4]([N:34]([CH2:33][C:25]1[N:24]([CH2:23][C:18]2[CH:19]=[CH:20][CH:21]=[CH:22][C:17]=2[O:16][CH3:15])[C:28]2[CH:29]=[CH:30][CH:31]=[CH:32][C:27]=2[N:26]=1)[CH2:35][CH2:36][CH:37]([CH3:39])[CH3:38])=[O:5]. The yield is 0.950. (2) The reactants are [C:1]([O:5][C:6]([N:8]1[CH2:13][CH2:12][CH:11]([C:14]2[C:19](Br)=[CH:18][CH:17]=[CH:16][N:15]=2)[CH2:10][CH2:9]1)=[O:7])([CH3:4])([CH3:3])[CH3:2].C[C:22]1[CH:23]=[C:24](B(O)O)[CH:25]=[CH:26][CH:27]=1.C([O-])([O-])=O.[Na+].[Na+].O. The catalyst is O1CCOCC1.C1C=CC(P(C2C=CC=CC=2)[C-]2C=CC=C2)=CC=1.C1C=CC(P(C2C=CC=CC=2)[C-]2C=CC=C2)=CC=1.Cl[Pd]Cl.[Fe+2]. The product is [C:1]([O:5][C:6]([N:8]1[CH2:13][CH2:12][CH:11]([C:14]2[C:19]([C:22]3[CH:23]=[CH:24][CH:25]=[CH:26][CH:27]=3)=[CH:18][CH:17]=[CH:16][N:15]=2)[CH2:10][CH2:9]1)=[O:7])([CH3:4])([CH3:3])[CH3:2]. The yield is 0.850.